From a dataset of Forward reaction prediction with 1.9M reactions from USPTO patents (1976-2016). Predict the product of the given reaction. (1) The product is: [CH2:21]([N:16]1[CH2:15][CH2:14][C:13]2[N:12]=[C:11]([NH:10][C:4]3[C:5](=[O:9])[N:6]([CH3:8])[CH:7]=[C:2]([C:29]4[C:28]([CH2:27][OH:26])=[C:33]([N:34]5[CH2:45][CH2:44][N:43]6[C:36](=[CH:37][C:38]7[CH2:39][C:40]([CH3:46])([CH3:47])[CH2:41][C:42]=76)[C:35]5=[O:48])[CH:32]=[C:31]([F:49])[CH:30]=4)[CH:3]=3)[CH:20]=[CH:19][C:18]=2[CH2:17]1)[CH3:22]. Given the reactants Br[C:2]1[CH:3]=[C:4]([NH:10][C:11]2[CH:20]=[CH:19][C:18]3[CH2:17][N:16]([CH2:21][CH3:22])[CH2:15][CH2:14][C:13]=3[N:12]=2)[C:5](=[O:9])[N:6]([CH3:8])[CH:7]=1.C([O:26][CH2:27][C:28]1[C:33]([N:34]2[CH2:45][CH2:44][N:43]3[C:36](=[CH:37][C:38]4[CH2:39][C:40]([CH3:47])([CH3:46])[CH2:41][C:42]=43)[C:35]2=[O:48])=[CH:32][C:31]([F:49])=[CH:30][C:29]=1B1OC(C)(C)C(C)(C)O1)(=O)C, predict the reaction product. (2) The product is: [CH2:1]([O:8][C:9]1[CH:14]=[CH:13][CH:12]=[CH:11][C:10]=1[C:15]1[CH:20]=[CH:19][N:18]=[CH:17][C:16]=1[N:21]([CH3:22])[C:30](=[O:32])[C:29]1[CH:33]=[C:34]([C:36]([F:39])([F:38])[F:37])[CH:35]=[C:27]([S:24]([CH3:23])(=[O:25])=[O:26])[CH:28]=1)[C:2]1[CH:7]=[CH:6][CH:5]=[CH:4][CH:3]=1. Given the reactants [CH2:1]([O:8][C:9]1[CH:14]=[CH:13][CH:12]=[CH:11][C:10]=1[C:15]1[CH:20]=[CH:19][N:18]=[CH:17][C:16]=1[NH:21][CH3:22])[C:2]1[CH:7]=[CH:6][CH:5]=[CH:4][CH:3]=1.[CH3:23][S:24]([C:27]1[CH:28]=[C:29]([CH:33]=[C:34]([C:36]([F:39])([F:38])[F:37])[CH:35]=1)[C:30]([OH:32])=O)(=[O:26])=[O:25], predict the reaction product. (3) The product is: [NH2:29][CH2:2][C@H:3]([NH:8][C:9](=[O:15])[O:10][C:11]([CH3:14])([CH3:13])[CH3:12])[CH2:4][CH2:5][S:6][CH3:7].[NH2:29][CH2:55][CH2:56][C@@H:57]([NH:53][C:54](=[O:58])[O:19][C:18]([CH3:17])([CH3:20])[CH3:23])[CH2:5][S:6][CH3:7]. Given the reactants O[CH2:2][C@H:3]([NH:8][C:9](=[O:15])[O:10][C:11]([CH3:14])([CH3:13])[CH3:12])[CH2:4][CH2:5][S:6][CH3:7].C(O)(=O)[CH2:17][C:18]([CH2:23]C(O)=O)([C:20](O)=O)[OH:19].[N-:29]=[N+]=[N-].[Na+].C1(P(C2C=CC=CC=2)C2C=CC=CC=2)C=CC=CC=1.C[N:53]1[CH2:57][CH2:56][CH2:55][C:54]1=[O:58], predict the reaction product. (4) Given the reactants [C:1]([C:5]1[O:9][N:8]=[C:7]([NH:10][C:11](=[O:23])[C:12]([CH3:22])(SCC2CCCNC2)[CH3:13])[CH:6]=1)([CH3:4])([CH3:3])[CH3:2].C(N(CC)C(C)C)(C)C.C(OC(=O)C)(=O)C, predict the reaction product. The product is: [C:1]([C:5]1[O:9][N:8]=[C:7]([NH:10][C:11](=[O:23])[CH:12]([CH3:13])[CH3:22])[CH:6]=1)([CH3:4])([CH3:3])[CH3:2]. (5) Given the reactants [C:1](Cl)(=[O:5])[CH:2]([CH3:4])[CH3:3].[NH2:7][C:8]1[N:17]=[C:16]([C:18]([N:20]2[CH2:28][C:27]3[C:22](=[CH:23][CH:24]=[CH:25][CH:26]=3)[CH2:21]2)=[O:19])[C:15]2[C:10](=[CH:11][CH:12]=[C:13]([C:29]3[CH:34]=[C:33]([F:35])[C:32]([F:36])=[CH:31][C:30]=3[CH2:37][OH:38])[CH:14]=2)[N:9]=1.C(OCC)(=O)C.O, predict the reaction product. The product is: [C:1]([O:38][CH2:37][C:30]1[CH:31]=[C:32]([F:36])[C:33]([F:35])=[CH:34][C:29]=1[C:13]1[CH:14]=[C:15]2[C:10](=[CH:11][CH:12]=1)[N:9]=[C:8]([NH2:7])[N:17]=[C:16]2[C:18]([N:20]1[CH2:21][C:22]2[C:27](=[CH:26][CH:25]=[CH:24][CH:23]=2)[CH2:28]1)=[O:19])(=[O:5])[CH:2]([CH3:4])[CH3:3].